From a dataset of Peptide-MHC class II binding affinity with 134,281 pairs from IEDB. Regression. Given a peptide amino acid sequence and an MHC pseudo amino acid sequence, predict their binding affinity value. This is MHC class II binding data. (1) The peptide sequence is ETAEGGEIHELLRLQ. The MHC is HLA-DQA10102-DQB10602 with pseudo-sequence HLA-DQA10102-DQB10602. The binding affinity (normalized) is 0.235. (2) The MHC is DRB1_0405 with pseudo-sequence DRB1_0405. The binding affinity (normalized) is 0. The peptide sequence is PEDSALLEDPAG. (3) The peptide sequence is AYLVLDPLIYFGPFA. The MHC is DRB1_0401 with pseudo-sequence DRB1_0401. The binding affinity (normalized) is 0.495. (4) The peptide sequence is HFSNVFRSVMAPFTM. The MHC is HLA-DPA10103-DPB10301 with pseudo-sequence HLA-DPA10103-DPB10301. The binding affinity (normalized) is 0.807.